Predict the reaction yield, written as a fraction of the theoretical maximum amount of product (1.0 means a 100% yield; for example, 0.34 means a 34% yield). From a dataset of Reaction yield outcomes from USPTO patents with 853,638 reactions. (1) The reactants are [CH2:1]([O:3][C:4](=[O:14])[C:5](=[N:12]O)[C:6](=[O:11])[C:7]([F:10])([F:9])[F:8])[CH3:2].[ClH:15].[H][H]. The catalyst is C(O)C.[Pd]. The yield is 0.618. The product is [ClH:15].[CH2:1]([O:3][C:4](=[O:14])[CH:5]([NH2:12])[C:6](=[O:11])[C:7]([F:8])([F:9])[F:10])[CH3:2]. (2) The reactants are [Br:1][C:2]1[C:3]([CH3:13])=[C:4]([N+:10]([O-:12])=[O:11])[C:5]([O:8][CH3:9])=[N:6][CH:7]=1.C[O-].[Li+].CO[CH:19](OC)[N:20]([CH3:22])[CH3:21].O. The catalyst is CN(C)C=O. The product is [Br:1][C:2]1[C:3](/[CH:13]=[CH:19]/[N:20]([CH3:22])[CH3:21])=[C:4]([N+:10]([O-:12])=[O:11])[C:5]([O:8][CH3:9])=[N:6][CH:7]=1. The yield is 0.760. (3) The yield is 0.230. The product is [ClH:30].[C:1]1([CH2:7][CH2:8][CH2:9][CH2:10][N:11]2[CH2:15][CH2:14][CH:13]([S:16]([C:17]3[CH:18]=[CH:19][C:20]([OH:23])=[CH:21][CH:22]=3)=[O:24])[CH2:12]2)[CH:6]=[CH:5][CH:4]=[CH:3][CH:2]=1. The reactants are [C:1]1([CH2:7][CH2:8][CH2:9][CH2:10][N:11]2[CH2:15][CH2:14][CH:13]([S:16][C:17]3[CH:22]=[CH:21][C:20]([OH:23])=[CH:19][CH:18]=3)[CH2:12]2)[CH:6]=[CH:5][CH:4]=[CH:3][CH:2]=1.[OH:24]OS([O-])=O.[K+].[ClH:30].CCOCC. The catalyst is CO. (4) The reactants are Br[C:2]1[CH:7]=[CH:6][C:5]([CH2:8][N:9]2[CH2:14][CH2:13][CH2:12][CH:11]([C:15]3[CH:20]=[CH:19][CH:18]=[CH:17][CH:16]=3)[S:10]2(=[O:22])=[O:21])=[C:4]([F:23])[CH:3]=1.C(=O)([O-])[O-].[Cs+].[Cs+].[N:30]1([C:36](=[O:38])[CH3:37])[CH2:35][CH2:34][NH:33][CH2:32][CH2:31]1. The catalyst is CC([O-])=O.CC([O-])=O.[Pd+2].O1CCOCC1. The product is [O:21]=[S:10]1(=[O:22])[CH:11]([C:15]2[CH:20]=[CH:19][CH:18]=[CH:17][CH:16]=2)[CH2:12][CH2:13][CH2:14][N:9]1[CH2:8][C:5]1[CH:6]=[CH:7][C:2]([N:33]2[CH2:34][CH2:35][N:30]([C:36](=[O:38])[CH3:37])[CH2:31][CH2:32]2)=[CH:3][C:4]=1[F:23]. The yield is 0.890.